Dataset: Forward reaction prediction with 1.9M reactions from USPTO patents (1976-2016). Task: Predict the product of the given reaction. The product is: [CH3:30][CH:20]([CH2:21][CH2:22][CH2:23][CH2:24][CH2:25][CH2:26][CH2:27][CH2:28][CH3:29])[CH2:19][CH2:18][C:9]#[C:10][CH3:11]. Given the reactants CN(C)CCN(C)C.[CH:9]#[C:10][CH3:11].[Li]CCCC.Br[CH2:18][CH2:19][CH:20]([CH3:30])[CH2:21][CH2:22][CH2:23][CH2:24][CH2:25][CH2:26][CH2:27][CH2:28][CH3:29].[Cl-].[NH4+], predict the reaction product.